This data is from Forward reaction prediction with 1.9M reactions from USPTO patents (1976-2016). The task is: Predict the product of the given reaction. (1) Given the reactants CC[C@@H]1[C@@H]2C[C@H]([C@@H](OC3C4C(=CC=CC=4)C(O[C@@H]([C:47]4[CH:56]=[CH:55][N:54]=[C:53]5[C:48]=4[CH:49]=[C:50]([O:57]C)C=C5)[C@@H]4N5C[C@H](CC)[C@@H](CC5)C4)=NN=3)[C:47]3[CH:56]=[CH:55][N:54]=[C:53]4[C:48]=3[CH:49]=[C:50]([O:57]C)C=C4)N(CC2)C1.CS([NH-])(=O)=[O:61].[C:64]1([S:70]([N:73]2C3=NC=C(C=C)C=C3[CH:75]=[CH:74]2)(=[O:72])=[O:71])[CH:69]=[CH:68][CH:67]=[CH:66][CH:65]=1.S([O-])([O-])=O.[Na+].[Na+], predict the reaction product. The product is: [C:64]1([S:70]([N:73]2[C:55]3=[N:54][CH:53]=[C:48]([CH:49]([OH:61])[CH2:50][OH:57])[CH:47]=[C:56]3[CH:75]=[CH:74]2)(=[O:72])=[O:71])[CH:69]=[CH:68][CH:67]=[CH:66][CH:65]=1. (2) The product is: [Cl:1][C:2]1[C:7]([Cl:8])=[CH:6][CH:5]=[CH:4][C:3]=1[N:9]1[CH2:14][CH2:13][N:12]([CH2:15][CH2:16][CH2:17][CH2:18][CH2:19][C:20]2[N:29]=[C:28]3[C:23]([C:24]([CH3:32])=[C:25]([CH3:31])[C:26](=[O:30])[NH:27]3)=[CH:22][CH:21]=2)[CH2:11][CH2:10]1. Given the reactants [Cl:1][C:2]1[C:7]([Cl:8])=[CH:6][CH:5]=[CH:4][C:3]=1[N:9]1[CH2:14][CH2:13][N:12]([CH2:15][CH2:16][CH2:17][CH:18]=[CH:19][C:20]2[N:29]=[C:28]3[C:23]([C:24]([CH3:32])=[C:25]([CH3:31])[C:26](=[O:30])[NH:27]3)=[CH:22][CH:21]=2)[CH2:11][CH2:10]1, predict the reaction product. (3) Given the reactants Cl.[Cl:2][C:3]1[CH:4]=[C:5]([C:10]23[CH2:15][CH:14]2[CH2:13][NH:12][CH2:11]3)[CH:6]=[CH:7][C:8]=1[Cl:9].[CH:16](O)=O, predict the reaction product. The product is: [Cl:2][C:3]1[CH:4]=[C:5]([C:10]23[CH2:15][CH:14]2[CH2:13][N:12]([CH3:16])[CH2:11]3)[CH:6]=[CH:7][C:8]=1[Cl:9]. (4) Given the reactants I[C:2]1[CH:10]=[CH:9][CH:8]=[CH:7][C:3]=1[C:4]([OH:6])=[O:5].[NH:11]1[CH:15]=[CH:14][N:13]=[N:12]1.[C:16]([O-])([O-])=O.[Cs+].[Cs+].CN[C@@H]1CCCC[C@H]1NC, predict the reaction product. The product is: [CH3:16][C:8]1[CH:9]=[CH:10][C:2]([N:12]2[N:13]=[CH:14][CH:15]=[N:11]2)=[C:3]([CH:7]=1)[C:4]([OH:6])=[O:5]. (5) Given the reactants [O:1]1[CH:5]=[CH:4][CH:3]=[C:2]1[C:6]1[O:7][C:8]([CH3:32])=[C:9]([CH2:11][O:12][C:13]2[N:18]=[CH:17][C:16]([CH2:19][O:20][C:21]3[C:25]([CH2:26][C:27]([O:29]C)=[O:28])=[CH:24][N:23]([CH3:31])[N:22]=3)=[CH:15][CH:14]=2)[N:10]=1.[OH-].[Na+].O1CCCC1.Cl, predict the reaction product. The product is: [O:1]1[CH:5]=[CH:4][CH:3]=[C:2]1[C:6]1[O:7][C:8]([CH3:32])=[C:9]([CH2:11][O:12][C:13]2[N:18]=[CH:17][C:16]([CH2:19][O:20][C:21]3[C:25]([CH2:26][C:27]([OH:29])=[O:28])=[CH:24][N:23]([CH3:31])[N:22]=3)=[CH:15][CH:14]=2)[N:10]=1. (6) Given the reactants [CH2:1]([O:4][C:5]1([CH3:45])[CH2:10][CH2:9][N:8]([C:11]2[C:12]3[N:13]([N:28]=[C:29]([C:31]4[CH:32]=[C:33]([C:37]5[CH:42]=[C:41]([CH3:43])[CH:40]=[CH:39][C:38]=5[OH:44])[CH:34]=[CH:35][CH:36]=4)[CH:30]=3)[CH:14]=[C:15]([CH3:27])[C:16]=2[C@H:17]([O:22][C:23]([CH3:26])([CH3:25])[CH3:24])[C:18]([O:20][CH3:21])=[O:19])[CH2:7][CH2:6]1)[CH:2]=[CH2:3].[CH3:46][CH:47]([CH:50]=[CH2:51])[CH2:48]O.C1C=CC(P(C2C=CC=CC=2)C2C=CC=CC=2)=CC=1.CCOC(/N=N/C(OCC)=O)=O, predict the reaction product. The product is: [CH2:1]([O:4][C:5]1([CH3:45])[CH2:10][CH2:9][N:8]([C:11]2[C:12]3[N:13]([N:28]=[C:29]([C:31]4[CH:32]=[C:33]([C:37]5[CH:42]=[C:41]([CH3:43])[CH:40]=[CH:39][C:38]=5[O:44][CH2:46][CH:47]([CH3:48])[CH:50]=[CH2:51])[CH:34]=[CH:35][CH:36]=4)[CH:30]=3)[CH:14]=[C:15]([CH3:27])[C:16]=2[C@H:17]([O:22][C:23]([CH3:25])([CH3:24])[CH3:26])[C:18]([O:20][CH3:21])=[O:19])[CH2:7][CH2:6]1)[CH:2]=[CH2:3]. (7) Given the reactants Cl[C:2]1[C:7]([N+:8]([O-:10])=[O:9])=[C:6]([Cl:11])[N:5]=[CH:4][C:3]=1[C:12]([O:14][CH2:15][CH3:16])=[O:13].[CH2:17]([N:19](CC)CC)C.CN, predict the reaction product. The product is: [Cl:11][C:6]1[N:5]=[CH:4][C:3]([C:12]([O:14][CH2:15][CH3:16])=[O:13])=[C:2]([NH:19][CH3:17])[C:7]=1[N+:8]([O-:10])=[O:9].